This data is from Reaction yield outcomes from USPTO patents with 853,638 reactions. The task is: Predict the reaction yield, written as a fraction of the theoretical maximum amount of product (1.0 means a 100% yield; for example, 0.34 means a 34% yield). The reactants are [OH:1][C:2]1[C:11]2[C:6](=[C:7]([OH:12])[CH:8]=[CH:9][CH:10]=2)[CH:5]=[CH:4][CH:3]=1.[C:13](O)(=[O:22])[CH:14]([C:16]1[CH:21]=[CH:20][CH:19]=[CH:18][CH:17]=1)O. The catalyst is ClC1C=CC(Cl)=CC=1Cl. The product is [OH:1][C:2]1[CH:3]=[CH:4][CH:5]=[C:6]2[C:11]=1[CH:10]=[CH:9][C:8]1[CH:14]([C:16]3[CH:21]=[CH:20][CH:19]=[CH:18][CH:17]=3)[C:13](=[O:22])[O:12][C:7]=12. The yield is 0.370.